This data is from Full USPTO retrosynthesis dataset with 1.9M reactions from patents (1976-2016). The task is: Predict the reactants needed to synthesize the given product. Given the product [C:1]([O:5][C:6]([NH:8][C:9]1[O:17][C:16]2[C:11](=[N:12][CH:13]=[C:14]([CH:18]3[CH2:19][CH2:20][CH2:21]3)[CH:15]=2)[C:10]=1[C:22]([OH:24])=[O:23])=[O:7])([CH3:4])([CH3:2])[CH3:3], predict the reactants needed to synthesize it. The reactants are: [C:1]([O:5][C:6]([NH:8][C:9]1[O:17][C:16]2[C:11](=[N:12][CH:13]=[C:14]([CH:18]3[CH2:21][CH2:20][CH2:19]3)[CH:15]=2)[C:10]=1[C:22]([O:24]CC)=[O:23])=[O:7])([CH3:4])([CH3:3])[CH3:2].O[Li].O.